Dataset: Full USPTO retrosynthesis dataset with 1.9M reactions from patents (1976-2016). Task: Predict the reactants needed to synthesize the given product. (1) Given the product [Cl:1][C:2]1[CH:3]=[CH:4][CH:5]=[C:6]2[C:15]=1[C:9]1([CH2:10][CH2:11][N:12]([C:26](=[O:27])/[CH:25]=[CH:24]/[C:23]3[CH:29]=[CH:30][CH:31]=[C:32]([Cl:33])[C:22]=3[Cl:21])[CH2:13][CH2:14]1)[CH2:8][CH:7]2[CH2:16][C:17]([OH:19])=[O:18], predict the reactants needed to synthesize it. The reactants are: [Cl:1][C:2]1[CH:3]=[CH:4][CH:5]=[C:6]2[C:15]=1[C:9]1([CH2:14][CH2:13][NH:12][CH2:11][CH2:10]1)[CH2:8][CH:7]2[CH2:16][C:17]([O:19]C)=[O:18].[Cl:21][C:22]1[C:32]([Cl:33])=[CH:31][CH:30]=[CH:29][C:23]=1[CH:24]=[CH:25][C:26](O)=[O:27]. (2) Given the product [CH3:1][C:2]1[N:3]=[C:4]([N:10]2[CH:14]=[C:13]([CH2:15][CH2:16][C:17]3[CH:18]=[CH:23][CH:22]=[CH:21][CH:20]=3)[N:12]=[N:11]2)[S:5][C:6]=1[C:7]([NH:54][CH2:53][C:49]1[CH:48]=[N:47][CH:52]=[CH:51][CH:50]=1)=[O:9], predict the reactants needed to synthesize it. The reactants are: [CH3:1][C:2]1[N:3]=[C:4]([N:10]2[CH:14]=[C:13]([CH2:15][CH2:16][CH2:17][C:18]3[CH:23]=[CH:22][CH:21]=[CH:20]C=3)[N:12]=[N:11]2)[S:5][C:6]=1[C:7]([OH:9])=O.CC1N=C(N2C=C(CC(C3C=CC=CC=3)C)N=N2)SC=1C(O)=O.[N:47]1[CH:52]=[CH:51][CH:50]=[C:49]([CH2:53][NH2:54])[CH:48]=1. (3) Given the product [S:35]1[CH:7]=[CH:2][CH:3]=[C:4]1[C:10]1[N:11]=[C:12]2[CH:17]=[C:16]([NH:18][CH3:19])[CH:15]=[CH:14][N:13]2[CH:20]=1, predict the reactants needed to synthesize it. The reactants are: F[C:2]1[CH:3]=[C:4]([C:10]2[N:11]=[C:12]3[CH:17]=[C:16]([NH:18][CH3:19])[CH:15]=[CH:14][N:13]3[CH:20]=2)C=C[C:7]=1OC.CNC1C=CN=C(N)C=1.BrCC(C1[S:35]C=CC=1)=O. (4) Given the product [NH2:8][C:16]1[CH2:22][C:21]([C:23]([N:24]([CH2:28][CH2:29][CH3:30])[CH2:25][CH2:26][CH3:27])=[O:31])=[CH:20][C:19]2[CH:32]=[C:33]([C:36]3[CH:41]=[CH:40][C:39]([C:42]([N:44]4[CH2:48][CH2:47][CH2:46][CH2:45]4)=[O:43])=[CH:38][CH:37]=3)[CH:34]=[CH:35][C:18]=2[N:17]=1, predict the reactants needed to synthesize it. The reactants are: C(OC([N:8]([C:16]1[CH2:22][C:21]([C:23](=[O:31])[N:24]([CH2:28][CH2:29][CH3:30])[CH2:25][CH2:26][CH3:27])=[CH:20][C:19]2[CH:32]=[C:33]([C:36]3[CH:41]=[CH:40][C:39]([C:42]([N:44]4[CH2:48][CH2:47][CH2:46][CH2:45]4)=[O:43])=[CH:38][CH:37]=3)[CH:34]=[CH:35][C:18]=2[N:17]=1)C(OC(C)(C)C)=O)=O)(C)(C)C.C(O)(C(F)(F)F)=O. (5) The reactants are: [Br:1][C:2]1[CH:3]=[N:4][CH:5]=[C:6]([CH:10]=1)[C:7]([OH:9])=O.[CH3:11][O:12][C:13](=[O:25])[CH2:14][C:15]1[CH:20]=[CH:19][CH:18]=[C:17]([S:21]([CH3:24])(=[NH:23])=[O:22])[CH:16]=1.Cl.CN(C)CCCN=C=NCC.CCOC(C)=O. Given the product [CH3:11][O:12][C:13](=[O:25])[CH2:14][C:15]1[CH:20]=[CH:19][CH:18]=[C:17]([S:21]([CH3:24])(=[N:23][C:7]([C:6]2[CH:5]=[N:4][CH:3]=[C:2]([Br:1])[CH:10]=2)=[O:9])=[O:22])[CH:16]=1, predict the reactants needed to synthesize it. (6) Given the product [CH2:29]([N:1]1[CH:5]=[C:4]([C:6]2[CH:7]=[C:8]([C@H:12]([NH:14][C:15](=[O:21])[O:16][C:17]([CH3:20])([CH3:19])[CH3:18])[CH3:13])[CH:9]=[CH:10][CH:11]=2)[CH:3]=[N:2]1)[CH2:30][C:31]1[CH:36]=[CH:35][CH:34]=[CH:33][CH:32]=1, predict the reactants needed to synthesize it. The reactants are: [NH:1]1[CH:5]=[C:4]([C:6]2[CH:7]=[C:8]([C@H:12]([NH:14][C:15](=[O:21])[O:16][C:17]([CH3:20])([CH3:19])[CH3:18])[CH3:13])[CH:9]=[CH:10][CH:11]=2)[CH:3]=[N:2]1.C(=O)([O-])[O-].[K+].[K+].Br[CH2:29][CH2:30][C:31]1[CH:36]=[CH:35][CH:34]=[CH:33][CH:32]=1. (7) Given the product [ClH:28].[F:37][C:34]1([F:38])[CH2:35][CH2:36][N:31]([CH2:30][CH2:29][O:17][C:14]2[CH:15]=[C:16]3[C:11](=[CH:12][CH:13]=2)[O:10][C:9]([C:18]2[N:23]=[CH:22][C:21]4[CH:24]=[CH:25][S:26][C:20]=4[CH:19]=2)=[CH:8][C:7]3=[N:6][OH:5])[CH2:32][CH2:33]1, predict the reactants needed to synthesize it. The reactants are: C([O:5][N:6]=[C:7]1[C:16]2[C:11](=[CH:12][CH:13]=[C:14]([OH:17])[CH:15]=2)[O:10][C:9]([C:18]2[N:23]=[CH:22][C:21]3[CH:24]=[CH:25][S:26][C:20]=3[CH:19]=2)=[CH:8]1)(C)(C)C.Cl.[Cl:28][CH2:29][CH2:30][N:31]1[CH2:36][CH2:35][C:34]([F:38])([F:37])[CH2:33][CH2:32]1.